The task is: Predict which catalyst facilitates the given reaction.. This data is from Catalyst prediction with 721,799 reactions and 888 catalyst types from USPTO. (1) Reactant: [CH:1]1([CH2:6][N:7]([C:10]2[CH:18]=[C:17]3[C:13]([CH2:14][CH2:15][CH2:16]3)=[CH:12][C:11]=2[CH:19]=O)[CH2:8][CH3:9])[CH2:5][CH2:4][CH2:3][CH2:2]1.[F:21][C:22]([F:36])([F:35])[C:23]1[CH:24]=[C:25]([CH:28]=[C:29]([C:31]([F:34])([F:33])[F:32])[CH:30]=1)[CH2:26][NH2:27].C(O[BH-](OC(=O)C)OC(=O)C)(=O)C.[Na+]. Product: [CH:1]1([CH2:6][N:7]([CH2:8][CH3:9])[C:10]2[CH:18]=[C:17]3[C:13](=[CH:12][C:11]=2[CH2:19][NH:27][CH2:26][C:25]2[CH:28]=[C:29]([C:31]([F:32])([F:33])[F:34])[CH:30]=[C:23]([C:22]([F:21])([F:35])[F:36])[CH:24]=2)[CH2:14][CH2:15][CH2:16]3)[CH2:5][CH2:4][CH2:3][CH2:2]1. The catalyst class is: 4. (2) Reactant: CS([C:5]1[S:9][C:8]([C:10]2[CH:11]=[C:12]3[C:16](=[CH:17][CH:18]=2)[N:15](C([O-])=O)[CH:14]=[CH:13]3)=[N:7][N:6]=1)(=O)=O.[CH3:22][NH2:23].CCOC(C)=O. Product: [NH:15]1[C:16]2[C:12](=[CH:11][C:10]([C:8]3[S:9][C:5]([NH:23][CH3:22])=[N:6][N:7]=3)=[CH:18][CH:17]=2)[CH:13]=[CH:14]1. The catalyst class is: 16. (3) Reactant: [NH2:1][C@@H:2]([CH2:6][CH2:7][C:8]([O:10][CH3:11])=[O:9])[C:3]([OH:5])=[O:4].[C:12]([O:16][C:17]([NH:19][CH2:20][CH2:21][CH2:22][CH2:23][CH2:24][C:25]([NH:27][CH2:28][CH2:29][CH2:30][CH2:31][CH2:32][C:33](ON1C(=O)CCC1=O)=[O:34])=[O:26])=[O:18])([CH3:15])([CH3:14])[CH3:13]. Product: [C:12]([O:16][C:17]([NH:19][CH2:20][CH2:21][CH2:22][CH2:23][CH2:24][C:25]([NH:27][CH2:28][CH2:29][CH2:30][CH2:31][CH2:32][C:33]([NH:1][C@@H:2]([CH2:6][CH2:7][C:8]([O:10][CH3:11])=[O:9])[C:3]([OH:5])=[O:4])=[O:34])=[O:26])=[O:18])([CH3:13])([CH3:15])[CH3:14]. The catalyst class is: 5.